From a dataset of Human Reference Interactome with 51,813 positive PPI pairs across 8,248 proteins, plus equal number of experimentally-validated negative pairs. Binary Classification. Given two protein amino acid sequences, predict whether they physically interact or not. (1) Protein 1 (ENSG00000159055) has sequence MAGVRSLRCSRGCAGGCECGDKGKCSDSSLLGKRLSEDSSRHQLLQKWASMWSSMSEDASVADMERAQLEEEAAAAEERPLVFLCSGCRRPLGDSLSWVASQEDTNCILLRCVSCNVSVDKEQKLSKREKENGCVLETLCCAGCSLNLGYVYRCTPKNLDYKRDLFCLSVEAIESYVLGSSEKQIVSEDKELFNLESRVEIEKSLTQMEDVLKALQMKLWEAESKLSFATCKS*. Protein 2 (ENSG00000104472) has sequence MADVVVGKDKGGEQRLISLPLSRIRVIMKSSPEVSSINQEALVLTAKATELFVQCLATYSYRHGSGKEKKVLTYSDLANTAQQSETFQFLADILPKKILASKYLKMLKEEKREEDEENDNDNESDHDEADS*FVAFLRSARPFLPCAPSPRPPHCPPAVSLALPFGKPELFVQCLATYSYRHGSGKEKKVLTYSDLANTAQQSETFQFLAGT*XCPPAVSLALPFGKPELFVQCLATYSYRHGSGKEKKVLTYSDLANTAQQSETFQFLADILPKKILASKYLKMLKEEKREEDEENDND.... Result: 0 (the proteins do not interact). (2) Protein 1 (ENSG00000105669) has sequence MAPPAPGPASGGSGEVDELFDVKNAFYIGSYQQCINEAQRVKLSSPERDVERDVFLYRAYLAQRKFGVVLDEIKPSSAPELQAVRMFADYLAHESRRDSIVAELDREMSRSVDVTNTTFLLMAASIYLHDQNPDAALRALHQGDSLECTAMTVQILLKLDRLDLARKELKRMQDLDEDATLTQLATAWVSLATGGEKLQDAYYIFQEMADKCSPTLLLLNGQAACHMAQGRWEAAEGLLQEALDKDSGYPETLVNLIVLSQHLGKPPEVTNRYLSQLKDAHRSHPFIKEYQAKENDFDRL.... Protein 2 (ENSG00000116514) has sequence MGSEKDSESPRSTSLHAAAPDPKCRSGGRRRRLTLHSVFSASARGRRARAKPQAEPPPPAAQPPPAPAPAAAQGPPPEALPAEPAAEAEAEAAAAAAEPGFDDEEAAEGGGPGAEEVECPLCLVRLPPERAPRLLSCPHRSCRDCLRHYLRLEISESRVPISCPECSERLNPHDIRLLLADPPLMHKYEEFMLRRYLASDPDCRWCPAPDCGYAVIAYGCASCPKLTCEREGCQTEFCYHCKQIWHPNQTCDMARQQRAQTLRVRTKHTSGLSYGQESGPDDIKPCPRCSAYIIKMNDGS.... Result: 0 (the proteins do not interact). (3) Result: 0 (the proteins do not interact). Protein 1 (ENSG00000071564) has sequence MNQPQRMAPVGTDKELSDLLDFSMMFPLPVTNGKGRPASLAGAQFGGSGLEDRPSSGSWGSGDQSSSSFDPSRTFSEGTHFTESHSSLSSSTFLGPGLGGKSGERGAYASFGRDAGVGGLTQAGFLSGELALNSPGPLSPSGMKGTSQYYPSYSGSSRRRAADGSLDTQPKKVRKVPPGLPSSVYPPSSGEDYGRDATAYPSAKTPSSTYPAPFYVADGSLHPSAELWSPPGQAGFGPMLGGGSSPLPLPPGSGPVGSSGSSSTFGGLHQHERMGYQLHGAEVNGGLPSASSFSSAPGAT.... Protein 2 (ENSG00000170525) has sequence MPLELTQSRVQKIWVPVDHRPSLPRSCGPKLTNSPTVIVMVGLPARGKTYISKKLTRYLNWIGVPTKVFNVGEYRREAVKQYSSYNFFRPDNEEAMKVRKQCALAALRDVKSYLAKEGGQIAVFDATNTTRERRHMILHFAKENDFKAFFIESVCDDPTVVASNIMEVKISSPDYKDCNSAEAMDDFMKRISCYEASYQPLDPDKCDRDLSLIKVIDVGRRFLVNRVQDHIQSRIVYYLMNIHVQPRTIYLCRHGENEHNLQGRIGGDSGLSSRGKKFASALSKFVEEQNLKDLRVWTSQ.... (4) Protein 1 (ENSG00000177854) has sequence MNPEWGQAFVHVAVAGGLCAVAVFTGIFDSVSVQVGYEHYAEAPVAGLPAFLAMPFNSLVNMAYTLLGLSWLHRGGAMGLGPRYLKDVFAAMALLYGPVQWLRLWTQWRRAAVLDQWLTLPIFAWPVAWCLYLDRGWRPWLFLSLECVSLASYGLALLHPQGFEVALGAHVVAAVGQALRTHRHYGSTTSATYLALGVLSCLGFVVLKLCDHQLARWRLFQCLTGHFWSKVCDVLQFHFAFLFLTHFNTHPRFHPSGGKTR*MNPEWGQAFVHVAVAGGLCAVAVFTGIFDSVSVQVGYE.... Protein 2 (ENSG00000140575) has sequence MSAADEVDGLGVARPHYGSVLDNERLTAEEMDERRRQNVAYEYLCHLEEAKRWMEACLGEDLPPTTELEEGLRNGVYLAKLGNFFSPKVVSLKKIYDREQTRYKATGLHFRHTDNVIQWLNAMDEIGLPKIFYPETTDIYDRKNMPRCIYCIHALSLYLFKLGLAPQIQDLYGKVDFTEEEINNMKTELEKYGIQMPAFSKIGGILANELSVDEAALHAAVIAINEAIDRRIPADTFAALKNPNAMLVNLEEPLASTYQDILYQAKQDKMTNAKNRTENSERERDVYEELLTQAEIQGNI.... Result: 0 (the proteins do not interact).